Predict the reaction yield, written as a fraction of the theoretical maximum amount of product (1.0 means a 100% yield; for example, 0.34 means a 34% yield). From a dataset of Reaction yield outcomes from USPTO patents with 853,638 reactions. (1) The reactants are [NH2:1][C:2]1[CH:3]=[C:4]2[C:20](=[O:21])[NH:19][N:18]=[CH:17][C:6]3=[C:7]([C:11]4[CH:16]=[CH:15][CH:14]=[CH:13][CH:12]=4)[NH:8][C:9]([CH:10]=1)=[C:5]23.[Cl:22][C:23]1[CH:24]=[C:25]([CH2:29][C:30](O)=[O:31])[CH:26]=[CH:27][CH:28]=1.C(N(CC)CC)C.F[P-](F)(F)(F)(F)F.N1(OC(N(C)C)=[N+](C)C)C2N=CC=CC=2N=N1. The catalyst is CN(C)C=O.CO.CCCCCC.C(OCC)(=O)C. The product is [Cl:22][C:23]1[CH:24]=[C:25]([CH2:29][C:30]([NH:1][C:2]2[CH:3]=[C:4]3[C:20](=[O:21])[NH:19][N:18]=[CH:17][C:6]4=[C:7]([C:11]5[CH:12]=[CH:13][CH:14]=[CH:15][CH:16]=5)[NH:8][C:9]([CH:10]=2)=[C:5]34)=[O:31])[CH:26]=[CH:27][CH:28]=1. The yield is 0.140. (2) The reactants are [Br:1][C:2]1[CH:7]=[CH:6][NH:5][C:4](=[O:8])[CH:3]=1.Cl[C:10]([F:15])([F:14])C([O-])=O.[Na+]. The catalyst is C(#N)C. The product is [Br:1][C:2]1[CH:7]=[CH:6][N:5]=[C:4]([O:8][CH:10]([F:15])[F:14])[CH:3]=1. The yield is 0.850. (3) The reactants are [CH3:1][O:2][C:3](=[O:35])[C:4]1[CH:13]=[CH:12][C:11]([CH2:14][N:15]2[CH:20]([C:21]3[C:26]([CH3:27])=[CH:25][CH:24]=[CH:23][N:22]=3)[CH2:19][CH2:18][CH2:17][CH:16]2[C:28]2[C:33]([CH3:34])=[CH:32][CH:31]=[CH:30][N:29]=2)=[C:6]([C:7]([O:9][CH3:10])=[O:8])[CH:5]=1. The catalyst is C1COCC1.CO.[OH-].[Na+]. The product is [CH3:1][O:2][C:3](=[O:35])[C:4]1[CH:13]=[CH:12][C:11]([CH2:14][N:15]2[CH:16]([C:28]3[C:33]([CH3:34])=[CH:32][CH:31]=[CH:30][N:29]=3)[CH2:17][CH2:18][CH2:19][CH:20]2[C:21]2[C:26]([CH3:27])=[CH:25][CH:24]=[CH:23][N:22]=2)=[C:6]([C:7]([O:9][CH3:10])=[O:8])[CH:5]=1.[CH3:1][O:2][C:3](=[O:35])[C:4]1[CH:13]=[CH:12][C:11]([CH2:14][N:15]2[CH:16]([C:28]3[C:33]([CH3:34])=[CH:32][CH:31]=[CH:30][N:29]=3)[CH2:17][CH2:18][CH2:19][CH:20]2[C:21]2[C:26]([CH3:27])=[CH:25][CH:24]=[CH:23][N:22]=2)=[C:6]([CH2:7][OH:8])[CH:5]=1. The yield is 0.0400. (4) The reactants are C(N(CC)CC)C.Br[CH2:9][CH2:10][CH2:11][C:12]([NH:14][C:15]1[CH:23]=[CH:22][CH:21]=[CH:20][C:16]=1[C:17]([NH2:19])=[O:18])=O.[C:24]1([C:30]2([OH:36])[CH2:35][CH2:34][NH:33][CH2:32][CH2:31]2)[CH:29]=[CH:28][CH:27]=[CH:26][CH:25]=1. The catalyst is CN(C)C=O. The product is [OH:36][C:30]1([C:24]2[CH:29]=[CH:28][CH:27]=[CH:26][CH:25]=2)[CH2:35][CH2:34][N:33]([CH2:9][CH2:10][CH2:11][C:12]2[NH:19][C:17](=[O:18])[C:16]3[C:15](=[CH:23][CH:22]=[CH:21][CH:20]=3)[N:14]=2)[CH2:32][CH2:31]1. The yield is 0.614. (5) The reactants are FC(F)(F)C(O)=O.[C:8]1([C:14]2[CH:19]=[C:18]([CH:20]3[CH2:25][CH2:24][NH:23][CH2:22][CH2:21]3)[CH:17]=[CH:16][C:15]=2[NH:26][C:27]([C:29]2[NH:30][CH:31]=[C:32]([C:34]#[N:35])[N:33]=2)=[O:28])[CH2:13][CH2:12][CH2:11][CH2:10][CH:9]=1.CCN(C(C)C)C(C)C.Cl.[CH3:46][N:47]([CH2:49][C:50](Cl)=[O:51])[CH3:48]. The catalyst is C(Cl)Cl. The product is [C:8]1([C:14]2[CH:19]=[C:18]([CH:20]3[CH2:21][CH2:22][N:23]([C:50](=[O:51])[CH2:49][N:47]([CH3:48])[CH3:46])[CH2:24][CH2:25]3)[CH:17]=[CH:16][C:15]=2[NH:26][C:27]([C:29]2[NH:30][CH:31]=[C:32]([C:34]#[N:35])[N:33]=2)=[O:28])[CH2:13][CH2:12][CH2:11][CH2:10][CH:9]=1. The yield is 0.700. (6) The reactants are [Cl:1][C:2]1[CH:7]=[C:6]2[NH:8][C:9](=[O:34])[C:10]3([CH:15]([C:16]4[CH:21]=[CH:20][CH:19]=[C:18]([Cl:22])[CH:17]=4)[CH2:14][C:13](=[O:23])[NH:12][CH:11]3[C:24]3[CH:29]=[C:28]([I:30])[CH:27]=[CH:26][C:25]=3[N+:31]([O-])=O)[C:5]2=[CH:4][CH:3]=1.[NH4+].[Cl-]. The catalyst is CO.[Zn]. The product is [NH2:31][C:25]1[CH:26]=[CH:27][C:28]([I:30])=[CH:29][C:24]=1[CH:11]1[C:10]2([C:5]3[C:6](=[CH:7][C:2]([Cl:1])=[CH:3][CH:4]=3)[NH:8][C:9]2=[O:34])[CH:15]([C:16]2[CH:21]=[CH:20][CH:19]=[C:18]([Cl:22])[CH:17]=2)[CH2:14][C:13](=[O:23])[NH:12]1. The yield is 0.610. (7) The reactants are [F:1][C:2]1[CH:3]=[CH:4][C:5]([NH:8][NH2:9])=[N:6][CH:7]=1.[CH3:10][N:11]1[CH2:16][CH2:15][N:14]([CH2:17][CH2:18][C:19](O)=[O:20])[CH2:13][CH2:12]1.C(Cl)CCl.C1C=CC2N(O)N=NC=2C=1. The catalyst is C(Cl)Cl. The product is [F:1][C:2]1[CH:3]=[CH:4][C:5]([NH:8][NH:9][C:19](=[O:20])[CH2:18][CH2:17][N:14]2[CH2:13][CH2:12][N:11]([CH3:10])[CH2:16][CH2:15]2)=[N:6][CH:7]=1. The yield is 0.730. (8) The reactants are [CH3:1][C:2]1[C:3](=[O:23])[CH2:4][CH2:5][C@@:6]2([C:13]3[CH:14]=[C:15]([CH:20]=[CH:21][CH:22]=3)[C:16]([O:18][CH3:19])=[O:17])[C:11]=1[CH2:10][CH2:9][CH2:8][C:7]2=[O:12].[BH4-].[Na+].C(O)(=O)C. The catalyst is C(O)C. The product is [OH:12][C@@H:7]1[C@:6]2([C:13]3[CH:14]=[C:15]([CH:20]=[CH:21][CH:22]=3)[C:16]([O:18][CH3:19])=[O:17])[C:11](=[C:2]([CH3:1])[C:3](=[O:23])[CH2:4][CH2:5]2)[CH2:10][CH2:9][CH2:8]1. The yield is 0.710. (9) The reactants are [F:1][C:2]1[CH:3]=[C:4]([C:8]2[N:13]=[CH:12][N:11]=[C:10]([N:14]3[CH2:19][CH2:18][N:17](C(OC(C)(C)C)=O)[CH2:16][CH2:15]3)[CH:9]=2)[CH:5]=[CH:6][CH:7]=1.C(OCC)(=O)C.Cl. The catalyst is C(OCC)(=O)C. The product is [F:1][C:2]1[CH:3]=[C:4]([C:8]2[CH:9]=[C:10]([N:14]3[CH2:15][CH2:16][NH:17][CH2:18][CH2:19]3)[N:11]=[CH:12][N:13]=2)[CH:5]=[CH:6][CH:7]=1. The yield is 0.990. (10) The reactants are Cl[C:2]1[CH:3]=[CH:4][N:5]2[C:10]([C:11]=1[CH3:12])=[C:9]([CH:13]1[CH2:15][CH2:14]1)[CH:8]=[C:7]([C:16]([O:18][CH3:19])=[O:17])[C:6]2=[O:20].[OH:21][C:22]1[CH:27]=[CH:26][C:25](B(O)O)=[CH:24][CH:23]=1. No catalyst specified. The product is [CH:13]1([C:9]2[CH:8]=[C:7]([C:16]([O:18][CH3:19])=[O:17])[C:6](=[O:20])[N:5]3[C:10]=2[C:11]([CH3:12])=[C:2]([C:25]2[CH:26]=[CH:27][C:22]([OH:21])=[CH:23][CH:24]=2)[CH:3]=[CH:4]3)[CH2:15][CH2:14]1. The yield is 1.00.